Task: Regression. Given two drug SMILES strings and cell line genomic features, predict the synergy score measuring deviation from expected non-interaction effect.. Dataset: NCI-60 drug combinations with 297,098 pairs across 59 cell lines Drug 1: C1CCC(C1)C(CC#N)N2C=C(C=N2)C3=C4C=CNC4=NC=N3. Drug 2: CC1C(C(=O)NC(C(=O)N2CCCC2C(=O)N(CC(=O)N(C(C(=O)O1)C(C)C)C)C)C(C)C)NC(=O)C3=C4C(=C(C=C3)C)OC5=C(C(=O)C(=C(C5=N4)C(=O)NC6C(OC(=O)C(N(C(=O)CN(C(=O)C7CCCN7C(=O)C(NC6=O)C(C)C)C)C)C(C)C)C)N)C. Cell line: T-47D. Synergy scores: CSS=-2.44, Synergy_ZIP=5.21, Synergy_Bliss=7.23, Synergy_Loewe=-0.390, Synergy_HSA=1.93.